From a dataset of Catalyst prediction with 721,799 reactions and 888 catalyst types from USPTO. Predict which catalyst facilitates the given reaction. (1) Reactant: [CH2:1]([O:3][C:4](=[O:14])[CH2:5][S:6][C:7]1[CH:12]=[CH:11][C:10]([OH:13])=[CH:9][CH:8]=1)[CH3:2].C([O-])([O-])=O.[K+].[K+].Br[CH2:22][CH:23]([CH2:26][CH3:27])[CH2:24][CH3:25]. Product: [CH2:1]([O:3][C:4](=[O:14])[CH2:5][S:6][C:7]1[CH:12]=[CH:11][C:10]([O:13][CH2:22][CH:23]([CH2:26][CH3:27])[CH2:24][CH3:25])=[CH:9][CH:8]=1)[CH3:2]. The catalyst class is: 21. (2) The catalyst class is: 15. Reactant: [F:1][C:2]1[CH:29]=[CH:28][C:5]([CH2:6][C:7]2O[C:9](/[CH:12]=[CH:13]/[C:14]3[CH:19]=[CH:18][C:17]([N:20]4[CH:24]=[C:23]([CH3:25])[N:22]=[CH:21]4)=[C:16]([O:26][CH3:27])[CH:15]=3)=[N:10][N:11]=2)=[CH:4][CH:3]=1.C([O-])(=O)C.[NH4+:34]. Product: [F:1][C:2]1[CH:29]=[CH:28][C:5]([CH2:6][C:7]2[NH:34][C:9](/[CH:12]=[CH:13]/[C:14]3[CH:19]=[CH:18][C:17]([N:20]4[CH:24]=[C:23]([CH3:25])[N:22]=[CH:21]4)=[C:16]([O:26][CH3:27])[CH:15]=3)=[N:10][N:11]=2)=[CH:4][CH:3]=1. (3) Reactant: C(O[C:4]([C:6]1[C:10]([Br:11])=[C:9]([Br:12])[N:8]([CH2:13][C:14]2[CH:19]=[CH:18][C:17]([F:20])=[CH:16][CH:15]=2)[C:7]=1[CH2:21][N:22](C(OC(C)(C)C)=O)[CH2:23][C:24]([O:26][CH2:27][CH3:28])=[O:25])=[O:5])C.CCC([O-])(C)C.[K+].[Cl-].[NH4+].C(O)(C(F)(F)[F:48])=O. Product: [CH2:27]([O:26][C:24]([C:23]1[C:4]([OH:5])=[C:6]2[C:10]([Br:11])=[C:9]([Br:12])[N:8]([CH2:13][C:14]3[CH:19]=[CH:18][C:17]([F:20])=[C:16]([F:48])[CH:15]=3)[C:7]2=[CH:21][N:22]=1)=[O:25])[CH3:28]. The catalyst class is: 11. (4) Reactant: C(OC(CCC[O:11][C:12](=[O:32])[C:13]1[CH:18]=[C:17]([Br:19])[C:16]([Cl:20])=[CH:15][C:14]=1[O:21][CH2:22][CH2:23][CH2:24][C:25]([O:27][C:28]([CH3:31])([CH3:30])[CH3:29])=[O:26])=O)(C)(C)C.[Li+].[OH-].OS([O-])(=O)=O.[Na+]. Product: [Br:19][C:17]1[C:16]([Cl:20])=[CH:15][C:14]([O:21][CH2:22][CH2:23][CH2:24][C:25]([O:27][C:28]([CH3:30])([CH3:29])[CH3:31])=[O:26])=[C:13]([CH:18]=1)[C:12]([OH:32])=[O:11]. The catalyst class is: 1. (5) Reactant: [C:1]([O:5][C:6]([NH:8][C@@H:9]([C:51]([CH3:55])([CH3:54])[CH2:52][OH:53])[C:10]([NH:12][C@@H:13]([CH2:44][C:45]1[CH:50]=[CH:49][CH:48]=[CH:47][CH:46]=1)[C@@H:14]([OH:43])[CH2:15][C@@H:16]([NH:30][C:31](=[O:42])[C@H:32]([C:38]([CH3:41])([CH3:40])[CH3:39])[NH:33][C:34]([O:36][CH3:37])=[O:35])[CH2:17][C:18]1[CH:23]=[CH:22][C:21]([C:24]2[CH:29]=[CH:28][CH:27]=[CH:26][N:25]=2)=[CH:20][CH:19]=1)=[O:11])=[O:7])(C)(C)C.FC(F)(F)C(O)=O.C(N(C(C)C)CC)(C)C.ClC(OC)=O. Product: [CH2:44]([C@@H:13]([C@@H:14]([OH:43])[CH2:15][C@H:16]([CH2:17][C:18]1[CH:23]=[CH:22][C:21]([C:24]2[CH:29]=[CH:28][CH:27]=[CH:26][N:25]=2)=[CH:20][CH:19]=1)[NH:30][C:31](=[O:42])[C@H:32]([C:38]([CH3:41])([CH3:40])[CH3:39])[NH:33][C:34](=[O:35])[O:36][CH3:37])[NH:12][C:10](=[O:11])[C@@H:9]([NH:8][C:6](=[O:7])[O:5][CH3:1])[C:51]([CH3:54])([CH3:55])[CH2:52][OH:53])[C:45]1[CH:46]=[CH:47][CH:48]=[CH:49][CH:50]=1. The catalyst class is: 46. (6) Reactant: [OH:1][C:2]1[CH:11]=[C:10]2[C:5]([C:6]([O:12][C:13]3[CH:18]=[CH:17][C:16]([NH:19][C:20](=[O:27])[C:21]4[CH:26]=[CH:25][CH:24]=[CH:23][CH:22]=4)=[CH:15][CH:14]=3)=[CH:7][CH:8]=[N:9]2)=[CH:4][C:3]=1[O:28][CH3:29].[CH:30]1([O:36][C:37](=[O:50])[C@@H:38]([NH:42][C:43]([O:45][C:46]([CH3:49])([CH3:48])[CH3:47])=[O:44])[CH2:39][CH2:40]Br)[CH2:35][CH2:34][CH2:33][CH2:32][CH2:31]1.C([O-])([O-])=O.[K+].[K+]. Product: [CH:30]1([O:36][C:37](=[O:50])[C@@H:38]([NH:42][C:43]([O:45][C:46]([CH3:49])([CH3:48])[CH3:47])=[O:44])[CH2:39][CH2:40][O:1][C:2]2[CH:11]=[C:10]3[C:5]([C:6]([O:12][C:13]4[CH:14]=[CH:15][C:16]([NH:19][C:20](=[O:27])[C:21]5[CH:26]=[CH:25][CH:24]=[CH:23][CH:22]=5)=[CH:17][CH:18]=4)=[CH:7][CH:8]=[N:9]3)=[CH:4][C:3]=2[O:28][CH3:29])[CH2:31][CH2:32][CH2:33][CH2:34][CH2:35]1. The catalyst class is: 3. (7) Reactant: [CH3:1][O:2][C:3]1[CH:4]=[C:5]2[C:10](=[CH:11][C:12]=1[O:13][CH3:14])[N:9]=[CH:8][CH:7]=[C:6]2[O:15][C:16]1[CH:22]=[CH:21][C:19]([NH2:20])=[C:18]([F:23])[CH:17]=1.C(N(CC)CC)C.ClC(Cl)(O[C:35](=[O:41])OC(Cl)(Cl)Cl)Cl.[S:43]1[CH:47]=[CH:46][N:45]=[C:44]1[CH:48]([NH2:50])[CH3:49]. Product: [CH3:1][O:2][C:3]1[CH:4]=[C:5]2[C:10](=[CH:11][C:12]=1[O:13][CH3:14])[N:9]=[CH:8][CH:7]=[C:6]2[O:15][C:16]1[CH:22]=[CH:21][C:19]([NH:20][C:35]([NH:50][CH:48]([C:44]2[S:43][CH:47]=[CH:46][N:45]=2)[CH3:49])=[O:41])=[C:18]([F:23])[CH:17]=1. The catalyst class is: 22. (8) The catalyst class is: 643. Reactant: [C:1]1([N:7]2[C:20](=[O:21])[C:19]3[C:14](=[CH:15][CH:16]=[CH:17][CH:18]=3)[C:13]3[CH:12]=[CH:11][CH:10]=[CH:9][C:8]2=3)[CH:6]=[CH:5][CH:4]=[CH:3][CH:2]=1.C1C(=O)N([Br:29])C(=O)C1.O. Product: [Br:29][C:4]1[CH:3]=[CH:2][C:1]([N:7]2[C:20](=[O:21])[C:19]3[C:14](=[CH:15][CH:16]=[CH:17][CH:18]=3)[C:13]3[CH:12]=[CH:11][CH:10]=[CH:9][C:8]2=3)=[CH:6][CH:5]=1.